Predict which catalyst facilitates the given reaction. From a dataset of Catalyst prediction with 721,799 reactions and 888 catalyst types from USPTO. (1) Reactant: [Br:1][C:2]1[CH:3]=[CH:4][C:5]2[O:9][C:8]([CH2:10][CH2:11][OH:12])=[CH:7][C:6]=2[CH:13]=1.C(N(CC)CC)C.[C:21]1([CH3:31])[CH:26]=[CH:25][C:24]([S:27](Cl)(=[O:29])=[O:28])=[CH:23][CH:22]=1. Product: [CH3:31][C:21]1[CH:26]=[CH:25][C:24]([S:27]([O:12][CH2:11][CH2:10][C:8]2[O:9][C:5]3[CH:4]=[CH:3][C:2]([Br:1])=[CH:13][C:6]=3[CH:7]=2)(=[O:29])=[O:28])=[CH:23][CH:22]=1. The catalyst class is: 119. (2) Reactant: [Cl-].O[NH3+:3].[C:4](=[O:7])([O-])[OH:5].[Na+].CS(C)=O.[CH3:13][C@@H:14]1[CH2:19][CH:18]([O:20][N:21]2[C:26](=[O:27])[C:25]([CH2:28][C:29]3[CH:34]=[CH:33][C:32]([C:35]4[C:36]([C:41]#[N:42])=[CH:37][CH:38]=[CH:39][CH:40]=4)=[CH:31][CH:30]=3)=[C:24]([CH2:43][CH2:44][CH3:45])[N:23]=[C:22]2[CH3:46])[CH2:17][C@H:16]([CH3:47])[O:15]1. Product: [CH3:13][C@@H:14]1[CH2:19][CH:18]([O:20][N:21]2[C:26](=[O:27])[C:25]([CH2:28][C:29]3[CH:34]=[CH:33][C:32]([C:35]4[CH:40]=[CH:39][CH:38]=[CH:37][C:36]=4[C:41]4[NH:3][C:4](=[O:7])[O:5][N:42]=4)=[CH:31][CH:30]=3)=[C:24]([CH2:43][CH2:44][CH3:45])[N:23]=[C:22]2[CH3:46])[CH2:17][C@H:16]([CH3:47])[O:15]1. The catalyst class is: 6. (3) Reactant: C([O-])([O-])=O.[Cs+].[Cs+].Br[C:8]1[CH:14]=[CH:13][C:11]([NH2:12])=[C:10]([C:15]([F:18])([F:17])[F:16])[CH:9]=1.C([Si](C(C)C)(C(C)C)[SH:23])(C)C.[NH4+].[Cl-].[Cl:32][C:33]1[N:38]=[C:37](Cl)[C:36]([CH3:40])=[CH:35][N:34]=1.[F-].C([N+](CCCC)(CCCC)CCCC)CCC. Product: [Cl:32][C:33]1[N:38]=[C:37]([S:23][C:8]2[CH:14]=[CH:13][C:11]([NH2:12])=[C:10]([C:15]([F:18])([F:17])[F:16])[CH:9]=2)[C:36]([CH3:40])=[CH:35][N:34]=1. The catalyst class is: 90. (4) Reactant: Cl.C([O:4][C:5](=[O:16])[CH2:6][C:7]1[CH:12]=[C:11]([Cl:13])[C:10]([NH2:14])=[CH:9][C:8]=1[Cl:15])C.[OH-].[Na+].Cl. Product: [NH2:14][C:10]1[C:11]([Cl:13])=[CH:12][C:7]([CH2:6][C:5]([OH:16])=[O:4])=[C:8]([Cl:15])[CH:9]=1. The catalyst class is: 5. (5) Reactant: [Br:1][C:2]1[CH:20]=[C:19]([F:21])[C:5]([CH2:6][NH:7][C:8]2[CH:13]=[C:12]([O:14][CH3:15])[CH:11]=[CH:10][C:9]=2[N+:16]([O-])=O)=[C:4]([F:22])[CH:3]=1.Cl[Sn]Cl.C([O-])(O)=O.[Na+]. Product: [Br:1][C:2]1[CH:20]=[C:19]([F:21])[C:5]([CH2:6][NH:7][C:8]2[C:9]([NH2:16])=[CH:10][CH:11]=[C:12]([O:14][CH3:15])[CH:13]=2)=[C:4]([F:22])[CH:3]=1. The catalyst class is: 14. (6) Reactant: [NH:1]([C:3]1[CH:8]=[C:7]([C:9]2[CH:14]=[CH:13][CH:12]=[CH:11][CH:10]=2)[N:6]=[C:5]([CH3:15])[N:4]=1)[NH2:2].[Cl:16][C:17]1[CH:22]=[CH:21][C:20]([C:23](=O)[CH3:24])=[CH:19][CH:18]=1. Product: [Cl:16][C:17]1[CH:22]=[CH:21][C:20]([C:23](=[N:2][NH:1][C:3]2[CH:8]=[C:7]([C:9]3[CH:14]=[CH:13][CH:12]=[CH:11][CH:10]=3)[N:6]=[C:5]([CH3:15])[N:4]=2)[CH3:24])=[CH:19][CH:18]=1. The catalyst class is: 8.